This data is from Forward reaction prediction with 1.9M reactions from USPTO patents (1976-2016). The task is: Predict the product of the given reaction. (1) Given the reactants CS(Cl)(=O)=O.C(=O)(O)[O-].[Na+].[NH2:11][CH:12]([CH2:17][C:18]1[CH:23]=[C:22]([F:24])[C:21]([F:25])=[CH:20][C:19]=1[F:26])[CH2:13][C:14](O)=[O:15], predict the reaction product. The product is: [F:26][C:19]1[CH:20]=[C:21]([F:25])[C:22]([F:24])=[CH:23][C:18]=1[CH2:17][CH:12]1[NH:11][C:14](=[O:15])[CH2:13]1. (2) Given the reactants C[O:2][C:3]1[CH:8]=[C:7]([O:9]C)[CH:6]=[CH:5][C:4]=1[C:11]1[C:19]2[C:14](=[C:15]([C:20]([F:23])([F:22])[F:21])[CH:16]=[CH:17][CH:18]=2)[N:13]([CH:24]([CH2:27][CH3:28])[CH2:25][CH3:26])[N:12]=1.B(Br)(Br)Br.C1CCCCC=1, predict the reaction product. The product is: [CH2:25]([CH:24]([N:13]1[C:14]2[C:19](=[CH:18][CH:17]=[CH:16][C:15]=2[C:20]([F:23])([F:22])[F:21])[C:11]([C:4]2[CH:5]=[CH:6][C:7]([OH:9])=[CH:8][C:3]=2[OH:2])=[N:12]1)[CH2:27][CH3:28])[CH3:26]. (3) The product is: [NH2:35][C:36]1[CH:46]=[CH:45][C:44]([C:15]2[CH:16]=[C:17]3[C:9]([C:4]4[CH:5]=[CH:6][CH:7]=[CH:8][C:3]=4[O:2][CH3:1])=[N:10][N:11]([CH2:27][O:28][CH2:29][CH2:30][Si:31]([CH3:34])([CH3:32])[CH3:33])[C:12]3=[N:13][CH:14]=2)=[CH:43][C:37]=1[C:38]([N:40]([CH3:42])[CH3:41])=[O:39]. Given the reactants [CH3:1][O:2][C:3]1[CH:8]=[CH:7][CH:6]=[CH:5][C:4]=1[C:9]1[C:17]2[C:12](=[N:13][CH:14]=[C:15](B3OC(C)(C)C(C)(C)O3)[CH:16]=2)[N:11]([CH2:27][O:28][CH2:29][CH2:30][Si:31]([CH3:34])([CH3:33])[CH3:32])[N:10]=1.[NH2:35][C:36]1[CH:46]=[CH:45][C:44](Br)=[CH:43][C:37]=1[C:38]([N:40]([CH3:42])[CH3:41])=[O:39].C(#N)C.C(=O)(O)[O-].[Na+], predict the reaction product. (4) The product is: [CH2:1]([N:8]1[CH:12]=[C:11]([C:13]2[NH:34][C:16]3=[N:17][CH:18]=[C:19]([CH:21]4[CH2:26][CH2:25][NH:24][CH2:23][CH2:22]4)[CH:20]=[C:15]3[N:14]=2)[CH:10]=[N:9]1)[C:2]1[CH:3]=[CH:4][CH:5]=[CH:6][CH:7]=1. Given the reactants [CH2:1]([N:8]1[CH:12]=[C:11]([C:13]2[NH:34][C:16]3=[N:17][CH:18]=[C:19]([CH:21]4[CH2:26][CH2:25][N:24](C(OC(C)(C)C)=O)[CH2:23][CH2:22]4)[CH:20]=[C:15]3[N:14]=2)[CH:10]=[N:9]1)[C:2]1[CH:7]=[CH:6][CH:5]=[CH:4][CH:3]=1.C(O)(C(F)(F)F)=O, predict the reaction product. (5) Given the reactants [NH:1]1[CH2:6][CH2:5][CH:4]([NH:7][C:8]2[O:9][C:10]3[CH:16]=[CH:15][C:14]([O:17][CH2:18][C:19]#[N:20])=[CH:13][C:11]=3[N:12]=2)[CH2:3][CH2:2]1.[CH:21]([O:24][C:25]1[CH:26]=[C:27]([CH:30]=[C:31]([O:33][CH:34]([CH3:36])[CH3:35])[CH:32]=1)[CH:28]=O)([CH3:23])[CH3:22].OC1C=C(C=C(O)C=1)C=O.IC(C)C.C([O-])([O-])=O.[K+].[K+].C([BH3-])#N.[Na+].C(N(C(C)C)C(C)C)C, predict the reaction product. The product is: [CH:34]([O:33][C:31]1[CH:30]=[C:27]([CH:26]=[C:25]([O:24][CH:21]([CH3:23])[CH3:22])[CH:32]=1)[CH2:28][N:1]1[CH2:2][CH2:3][CH:4]([NH:7][C:8]2[O:9][C:10]3[CH:16]=[CH:15][C:14]([O:17][CH2:18][C:19]#[N:20])=[CH:13][C:11]=3[N:12]=2)[CH2:5][CH2:6]1)([CH3:35])[CH3:36]. (6) Given the reactants [C:1]([C:3]1[CH:4]=[C:5]([N:10]2[C:14]([CH2:15]Br)=[CH:13][C:12]([C:17]([F:20])([F:19])[F:18])=[N:11]2)[CH:6]=[CH:7][C:8]=1[F:9])#[N:2].[OH2:21], predict the reaction product. The product is: [C:1]([C:3]1[CH:4]=[C:5]([N:10]2[C:14]([CH2:15][OH:21])=[CH:13][C:12]([C:17]([F:20])([F:19])[F:18])=[N:11]2)[CH:6]=[CH:7][C:8]=1[F:9])#[N:2]. (7) Given the reactants [C:1]([O:11][C:12]1[CH:17]=[C:16]([N+:18]([O-])=O)[CH:15]=[C:14]([N+:21]([O-])=O)[CH:13]=1)(=[O:10])[CH:2]=[CH:3][C:4]1[CH:9]=[CH:8][CH:7]=[CH:6][CH:5]=1.C, predict the reaction product. The product is: [C:1]([O:11][C:12]1[CH:13]=[C:14]([NH2:21])[CH:15]=[C:16]([NH2:18])[CH:17]=1)(=[O:10])[CH:2]=[CH:3][C:4]1[CH:5]=[CH:6][CH:7]=[CH:8][CH:9]=1. (8) Given the reactants [O:1]=[S:2]1(=[O:49])[CH2:7][CH2:6][N:5]([CH2:8][CH2:9][NH:10][C@:11]23[CH2:45][CH2:44][C@@H:43]([C:46]([CH3:48])=[CH2:47])[C@@H:12]2[C@@H:13]2[C@@:26]([CH3:29])([CH2:27][CH2:28]3)[C@@:25]3([CH3:30])[C@@H:16]([C@:17]4([CH3:42])[C@@H:22]([CH2:23][CH2:24]3)[C:21]([CH3:32])([CH3:31])[C:20]([C:33]3[CH:41]=[CH:40][C:36]([C:37](O)=[O:38])=[CH:35][CH:34]=3)=[CH:19][CH2:18]4)[CH2:15][CH2:14]2)[CH2:4][CH2:3]1.S(Cl)([Cl:52])=O, predict the reaction product. The product is: [O:1]=[S:2]1(=[O:49])[CH2:7][CH2:6][N:5]([CH2:8][CH2:9][NH:10][C@:11]23[CH2:45][CH2:44][C@@H:43]([C:46]([CH3:48])=[CH2:47])[C@@H:12]2[C@@H:13]2[C@@:26]([CH3:29])([CH2:27][CH2:28]3)[C@@:25]3([CH3:30])[C@@H:16]([C@:17]4([CH3:42])[C@@H:22]([CH2:23][CH2:24]3)[C:21]([CH3:32])([CH3:31])[C:20]([C:33]3[CH:41]=[CH:40][C:36]([C:37]([Cl:52])=[O:38])=[CH:35][CH:34]=3)=[CH:19][CH2:18]4)[CH2:15][CH2:14]2)[CH2:4][CH2:3]1. (9) Given the reactants Br[C:2]1[N:7]=[C:6]2[N:8]([CH2:11][C:12]3[CH:28]=[CH:27][C:15]4[N:16]=[C:17]([NH:19][C@@H:20]5[CH2:25][CH2:24][CH2:23][CH2:22][C@H:21]5[OH:26])[S:18][C:14]=4[CH:13]=3)[CH:9]=[N:10][C:5]2=[CH:4][CH:3]=1.[CH3:29][N:30](C=O)C, predict the reaction product. The product is: [OH:26][C@@H:21]1[CH2:22][CH2:23][CH2:24][CH2:25][C@H:20]1[NH:19][C:17]1[S:18][C:14]2[CH:13]=[C:12]([CH2:11][N:8]3[C:6]4=[N:7][C:2]([C:29]#[N:30])=[CH:3][CH:4]=[C:5]4[N:10]=[CH:9]3)[CH:28]=[CH:27][C:15]=2[N:16]=1. (10) Given the reactants [Cl:1][C:2]1[C:7]([C:8]2[O:9][C:10]3[CH:16]=[C:15]([C:17]4[CH:18]([CH3:24])[CH2:19][C:20](=[O:23])[NH:21][N:22]=4)[CH:14]=[CH:13][C:11]=3[N:12]=2)=[CH:6][CH:5]=[C:4](Cl)[N:3]=1.[NH:26]1[CH2:31][CH2:30][O:29][CH2:28][CH2:27]1.C(O)C, predict the reaction product. The product is: [Cl:1][C:2]1[C:7]([C:8]2[O:9][C:10]3[CH:16]=[C:15]([C:17]4[CH:18]([CH3:24])[CH2:19][C:20](=[O:23])[NH:21][N:22]=4)[CH:14]=[CH:13][C:11]=3[N:12]=2)=[CH:6][CH:5]=[C:4]([N:26]2[CH2:31][CH2:30][O:29][CH2:28][CH2:27]2)[N:3]=1.